From a dataset of Catalyst prediction with 721,799 reactions and 888 catalyst types from USPTO. Predict which catalyst facilitates the given reaction. (1) Reactant: [N:1]1[CH:6]=[CH:5][C:4]([C:7]2[O:8][C:9]3[CH:15]=[CH:14][C:13]([C:16]([F:19])([F:18])[F:17])=[CH:12][C:10]=3[N:11]=2)=[CH:3][CH:2]=1.ClC1C=CC=C(C(OO)=[O:28])C=1. Product: [F:17][C:16]([F:19])([F:18])[C:13]1[CH:14]=[CH:15][C:9]2[O:8][C:7]([C:4]3[CH:5]=[CH:6][N+:1]([O-:28])=[CH:2][CH:3]=3)=[N:11][C:10]=2[CH:12]=1. The catalyst class is: 22. (2) Reactant: [CH3:1][C@H:2]1[CH2:7][O:6][CH2:5][CH2:4][NH:3]1.Cl[C:9]1[C:10]([OH:23])=[N:11][C:12]2[C:17]([N:18]=1)=[CH:16][C:15]([C:19]([O:21][CH3:22])=[O:20])=[CH:14][CH:13]=2.CCN(C(C)C)C(C)C. Product: [CH3:1][C@@H:2]1[N:3]([C:9]2[C:10](=[O:23])[NH:11][C:12]3[C:17]([N:18]=2)=[CH:16][C:15]([C:19]([O:21][CH3:22])=[O:20])=[CH:14][CH:13]=3)[CH2:4][CH2:5][O:6][CH2:7]1. The catalyst class is: 16. (3) Reactant: [CH3:1][NH:2][C:3]([C:5]1[CH:10]=[C:9]([O:11][C:12]2[CH:17]=[CH:16][C:15]([NH:18][C:19]([NH:21][C:22]3[CH:27]=[CH:26][C:25]([Cl:28])=[C:24]([C:29]([F:32])([F:31])[F:30])[CH:23]=3)=[O:20])=[C:14]([F:33])[CH:13]=2)[CH:8]=[CH:7][N:6]=1)=[O:4].Cl.O1CCOCC1. Product: [ClH:28].[CH3:1][NH:2][C:3]([C:5]1[CH:10]=[C:9]([O:11][C:12]2[CH:17]=[CH:16][C:15]([NH:18][C:19]([NH:21][C:22]3[CH:27]=[CH:26][C:25]([Cl:28])=[C:24]([C:29]([F:32])([F:31])[F:30])[CH:23]=3)=[O:20])=[C:14]([F:33])[CH:13]=2)[CH:8]=[CH:7][N:6]=1)=[O:4]. The catalyst class is: 7. (4) Reactant: [NH2:1][C:2]1[CH:7]=[CH:6][CH:5]=[CH:4][CH:3]=1.[OH-].[Na+].[Cl:10][C:11]1[CH:12]=[C:13]([CH:17]=[CH:18][CH:19]=1)[C:14](Cl)=[O:15]. The catalyst class is: 34. Product: [Cl:10][C:11]1[CH:12]=[C:13]([CH:17]=[CH:18][CH:19]=1)[C:14]([NH:1][C:2]1[CH:7]=[CH:6][CH:5]=[CH:4][CH:3]=1)=[O:15]. (5) Reactant: [CH2:1]([C:3]1[C:8]([CH:9]=O)=[CH:7][CH:6]=[CH:5][C:4]=1[C:11]1[N:15]=[C:14]([C:16]2[CH:17]=[CH:18][C:19]([O:24][CH:25]([CH3:27])[CH3:26])=[C:20]([CH:23]=2)[C:21]#[N:22])[S:13][N:12]=1)[CH3:2].[NH:28]1[CH2:31][CH:30]([C:32]([OH:34])=[O:33])[CH2:29]1.C(O)(=O)C.C(O[BH-](OC(=O)C)OC(=O)C)(=O)C.[Na+]. Product: [C:21]([C:20]1[CH:23]=[C:16]([C:14]2[S:13][N:12]=[C:11]([C:4]3[C:3]([CH2:1][CH3:2])=[C:8]([CH2:9][N:28]4[CH2:31][CH:30]([C:32]([OH:34])=[O:33])[CH2:29]4)[CH:7]=[CH:6][CH:5]=3)[N:15]=2)[CH:17]=[CH:18][C:19]=1[O:24][CH:25]([CH3:27])[CH3:26])#[N:22]. The catalyst class is: 98. (6) Reactant: [CH3:1][N:2]1[CH2:7][CH2:6][C:5](=[O:8])[CH2:4][CH2:3]1.[Si](OS(C(F)(F)F)(=O)=O)(C)(C)C.[Cl:21][C:22]1[CH:36]=[CH:35][C:25]([CH:26](O)[C:27]2[CH:32]=[CH:31][C:30]([Cl:33])=[CH:29][CH:28]=2)=[CH:24][CH:23]=1.C(=O)(O)[O-].[Na+]. Product: [Cl:21][C:22]1[CH:23]=[CH:24][C:25]([CH:26]([C:27]2[CH:32]=[CH:31][C:30]([Cl:33])=[CH:29][CH:28]=2)[CH:4]2[C:5](=[O:8])[CH2:6][CH2:7][N:2]([CH3:1])[CH2:3]2)=[CH:35][CH:36]=1. The catalyst class is: 46.